From a dataset of Catalyst prediction with 721,799 reactions and 888 catalyst types from USPTO. Predict which catalyst facilitates the given reaction. Reactant: [OH:1][C:2]1([C:12]#[C:13][C:14]2[CH:24]=[CH:23][CH:22]=[CH:21][C:15]=2[C:16]([O:18][CH2:19][CH3:20])=[O:17])[C:7]([CH3:9])([CH3:8])[CH2:6][C:5](=O)[CH:4]=[C:3]1[CH3:11].Cl.[CH2:26]([O:28][NH2:29])[CH3:27].C([O-])(=O)C.[Na+]. Product: [CH2:26]([O:28]/[N:29]=[C:5]1\[CH:4]=[C:3]([CH3:11])[C:2]([C:12]#[C:13][C:14]2[CH:24]=[CH:23][CH:22]=[CH:21][C:15]=2[C:16]([O:18][CH2:19][CH3:20])=[O:17])([OH:1])[C:7]([CH3:9])([CH3:8])[CH2:6]\1)[CH3:27]. The catalyst class is: 40.